Predict the reaction yield, written as a fraction of the theoretical maximum amount of product (1.0 means a 100% yield; for example, 0.34 means a 34% yield). From a dataset of Reaction yield outcomes from USPTO patents with 853,638 reactions. The reactants are [S:1]1[C:5]2[CH:6]=[CH:7][CH:8]=[CH:9][C:4]=2[CH:3]=[CH:2]1.[Li]CCCC.Br.[CH3:16][N:17]([CH3:21])[CH2:18][CH2:19]Br. The catalyst is C1COCC1. The product is [S:1]1[C:2]([CH2:19][CH2:18][N:17]([CH3:21])[CH3:16])=[CH:3][C:4]2[CH:9]=[CH:8][CH:7]=[CH:6][C:5]1=2. The yield is 0.650.